Dataset: Reaction yield outcomes from USPTO patents with 853,638 reactions. Task: Predict the reaction yield, written as a fraction of the theoretical maximum amount of product (1.0 means a 100% yield; for example, 0.34 means a 34% yield). (1) The reactants are [C:1]([O:5][C:6](=[O:24])[CH2:7][CH2:8][O:9][CH2:10][CH2:11][O:12][CH2:13][CH2:14][O:15][CH2:16][CH2:17][O:18][CH2:19][CH2:20][N:21]=[N+]=[N-])([CH3:4])([CH3:3])[CH3:2]. The catalyst is C(O)C.[Pd]. The product is [C:1]([O:5][C:6](=[O:24])[CH2:7][CH2:8][O:9][CH2:10][CH2:11][O:12][CH2:13][CH2:14][O:15][CH2:16][CH2:17][O:18][CH2:19][CH2:20][NH2:21])([CH3:2])([CH3:4])[CH3:3]. The yield is 0.850. (2) The reactants are [CH3:1][S:2](Cl)(=[O:4])=[O:3].C(N(CC)C(C)C)(C)C.[NH2:15][CH:16]1[CH2:19][N:18]([C:20]([C:22]2[N:23]=[C:24]3[C:29]([C:30]([F:33])([F:32])[F:31])=[CH:28][C:27]([C:34]4[CH:35]=[N:36][NH:37][CH:38]=4)=[CH:26][N:25]3[CH:39]=2)=[O:21])[CH2:17]1.O. The catalyst is CN(C=O)C. The product is [NH:36]1[CH:35]=[C:34]([C:27]2[CH:28]=[C:29]([C:30]([F:31])([F:33])[F:32])[C:24]3[N:25]([CH:39]=[C:22]([C:20]([N:18]4[CH2:17][CH:16]([NH:15][S:2]([CH3:1])(=[O:4])=[O:3])[CH2:19]4)=[O:21])[N:23]=3)[CH:26]=2)[CH:38]=[N:37]1. The yield is 0.380. (3) The reactants are CC([O-])(C)C.[Na+].[C:7]1([CH3:13])[CH:12]=[CH:11][CH:10]=[CH:9][CH:8]=1.ClC1C=CC(C)=CC=1.[CH2:22]([NH2:29])[C:23]1[CH:28]=[CH:27][CH:26]=[CH:25][CH:24]=1. The catalyst is CCOCC.C1C=CC(/C=C/C(/C=C/C2C=CC=CC=2)=O)=CC=1.C1C=CC(/C=C/C(/C=C/C2C=CC=CC=2)=O)=CC=1.C1C=CC(/C=C/C(/C=C/C2C=CC=CC=2)=O)=CC=1.[Pd].[Pd]. The product is [CH2:22]([NH:29][C:10]1[CH:11]=[CH:12][C:7]([CH3:13])=[CH:8][CH:9]=1)[C:23]1[CH:28]=[CH:27][CH:26]=[CH:25][CH:24]=1. The yield is 0.890. (4) The reactants are [N+:1]([C:4]1[CH:12]=[C:11]2[C:7]([CH2:8][CH2:9][NH:10]2)=[CH:6][CH:5]=1)([O-:3])=[O:2].N1C=CC=CC=1.[CH3:19][C:20]([O:23][C:24](O[C:24]([O:23][C:20]([CH3:22])([CH3:21])[CH3:19])=[O:25])=[O:25])([CH3:22])[CH3:21]. The catalyst is C(Cl)Cl.CN(C1C=CN=CC=1)C. The product is [C:24]([N:10]1[C:11]2[C:7](=[CH:6][CH:5]=[C:4]([N+:1]([O-:3])=[O:2])[CH:12]=2)[CH2:8][CH2:9]1)([O:23][C:20]([CH3:22])([CH3:21])[CH3:19])=[O:25]. The yield is 0.780. (5) The reactants are Br[CH2:2][C:3]1[C:13]([Cl:14])=[N:12][CH:11]=[CH:10][C:4]=1[C:5]([O:7]CC)=O.Cl.[F:16][C:17]([F:31])([CH3:30])[CH2:18][O:19][C:20]1[N:25]=[CH:24][C:23]([CH:26]([NH2:28])[CH3:27])=[CH:22][C:21]=1[CH3:29]. No catalyst specified. The product is [Cl:14][C:13]1[C:3]2[CH2:2][N:28]([CH:26]([C:23]3[CH:24]=[N:25][C:20]([O:19][CH2:18][C:17]([F:31])([F:16])[CH3:30])=[C:21]([CH3:29])[CH:22]=3)[CH3:27])[C:5](=[O:7])[C:4]=2[CH:10]=[CH:11][N:12]=1. The yield is 0.640. (6) The product is [CH2:11]([C:2]1[N:7]([CH3:8])[C:6](=[O:9])[CH:5]=[CH:4][CH:3]=1)[C:12]1[CH:17]=[CH:16][CH:15]=[CH:14][CH:13]=1. The yield is 0.520. The reactants are Cl[C:2]1[N:7]([CH3:8])[C:6](=[O:9])[CH:5]=[CH:4][CH:3]=1.[Br-].[CH2:11]([Zn+])[C:12]1[CH:17]=[CH:16][CH:15]=[CH:14][CH:13]=1. The catalyst is C1COCC1.Cl[Pd](Cl)([P](C1C=CC=CC=1)(C1C=CC=CC=1)C1C=CC=CC=1)[P](C1C=CC=CC=1)(C1C=CC=CC=1)C1C=CC=CC=1. (7) The product is [C:14]([OH:16])(=[O:15])[CH2:13][OH:20].[C:22]([N:11]([C:1]([O:3][CH2:4][C:5]1[CH:10]=[CH:9][CH:8]=[CH:7][CH:6]=1)=[O:2])[CH2:12][CH2:13][C:14]([OH:16])=[O:15])([CH3:25])([CH3:24])[CH3:23]. The reactants are [C:1]([NH:11][CH2:12][CH2:13][C:14]([OH:16])=[O:15])([O:3][CH2:4][C:5]1[CH:10]=[CH:9][CH:8]=[CH:7][CH:6]=1)=[O:2].BrCC(O[C:22]([CH3:25])([CH3:24])[CH3:23])=[O:20].C([O-])([O-])=O.[K+].[K+]. The yield is 0.990. The catalyst is CC(C)=O.